Dataset: Forward reaction prediction with 1.9M reactions from USPTO patents (1976-2016). Task: Predict the product of the given reaction. (1) Given the reactants C1C=CC2N([OH:10])N=NC=2C=1.C(Cl)CCl.CC[N:17]([CH:21](C)C)C(C)C.[NH:24]1[CH2:29][CH2:28][O:27][CH2:26][CH2:25]1, predict the reaction product. The product is: [N:24]1([C:21]([NH2:17])=[O:10])[CH2:29][CH2:28][O:27][CH2:26][CH2:25]1. (2) Given the reactants [CH3:1][O:2][C:3](=[O:12])[C:4]1[CH:9]=[CH:8][CH:7]=[C:6]([NH2:10])[C:5]=1[NH2:11].[CH3:13][C:14]([CH3:19])([CH3:18])[C:15](Cl)=[O:16], predict the reaction product. The product is: [CH3:1][O:2][C:3](=[O:12])[C:4]1[CH:9]=[CH:8][CH:7]=[C:6]([NH:10][C:15](=[O:16])[C:14]([CH3:19])([CH3:18])[CH3:13])[C:5]=1[NH2:11]. (3) Given the reactants [CH2:1]([C:8]1[N:12]=[C:11]([NH:13][C:14]([C:16]2[CH:32]=[CH:31][C:19]([O:20][C@@H:21]3[CH2:26][CH2:25][C@H:24]([C:27]([O:29]C)=[O:28])[CH2:23][CH2:22]3)=[CH:18][CH:17]=2)=[O:15])[O:10][N:9]=1)[C:2]1[CH:7]=[CH:6][CH:5]=[CH:4][CH:3]=1.O.[OH-].[Li+].Cl, predict the reaction product. The product is: [CH2:1]([C:8]1[N:12]=[C:11]([NH:13][C:14]([C:16]2[CH:32]=[CH:31][C:19]([O:20][C@@H:21]3[CH2:22][CH2:23][C@H:24]([C:27]([OH:29])=[O:28])[CH2:25][CH2:26]3)=[CH:18][CH:17]=2)=[O:15])[O:10][N:9]=1)[C:2]1[CH:3]=[CH:4][CH:5]=[CH:6][CH:7]=1.